This data is from Forward reaction prediction with 1.9M reactions from USPTO patents (1976-2016). The task is: Predict the product of the given reaction. (1) Given the reactants Cl[C:2]1[CH:7]=[N:6][CH:5]=[C:4]([O:8][CH2:9][C:10]2[S:11][CH:12]=[CH:13][C:14]=2[N:15]2[CH:19]=[CH:18][CH:17]=[CH:16]2)[N:3]=1.[NH:20]1[CH2:25][CH2:24][NH:23][CH2:22][CH2:21]1.C([O-])([O-])=O.[K+].[K+], predict the reaction product. The product is: [N:20]1([C:2]2[CH:7]=[N:6][CH:5]=[C:4]([O:8][CH2:9][C:10]3[S:11][CH:12]=[CH:13][C:14]=3[N:15]3[CH:19]=[CH:18][CH:17]=[CH:16]3)[N:3]=2)[CH2:25][CH2:24][NH:23][CH2:22][CH2:21]1. (2) Given the reactants CC(C)(C)C#C.C([Li])CCC.C=O.[CH3:14][C:15]([CH3:21])([CH3:20])[C:16]#[C:17][CH2:18][OH:19].C[Si]([N-][Si](C)(C)C)(C)C.[Li+].Cl[C:33]1[N:34]=[CH:35][C:36]([C:39]([O:41]C)=[O:40])=[N:37][CH:38]=1, predict the reaction product. The product is: [CH3:14][C:15]([CH3:21])([CH3:20])[C:16]#[C:17][CH2:18][O:19][C:33]1[N:34]=[CH:35][C:36]([C:39]([OH:41])=[O:40])=[N:37][CH:38]=1. (3) Given the reactants Br[C:2]1[CH:7]=[C:6]([O:8][CH3:9])[C:5]([O:10][CH3:11])=[CH:4][C:3]=1[NH:12][C:13](=[O:18])[C:14]([CH3:17])([CH3:16])[CH3:15].[Li]CCCC.[Br:24][C:25]1[CH:26]=[C:27]([CH:34]=[CH:35][CH:36]=1)[C:28](N(OC)C)=[O:29], predict the reaction product. The product is: [Br:24][C:25]1[CH:26]=[C:27]([C:28]([C:2]2[CH:7]=[C:6]([O:8][CH3:9])[C:5]([O:10][CH3:11])=[CH:4][C:3]=2[NH:12][C:13](=[O:18])[C:14]([CH3:17])([CH3:16])[CH3:15])=[O:29])[CH:34]=[CH:35][CH:36]=1.